This data is from Forward reaction prediction with 1.9M reactions from USPTO patents (1976-2016). The task is: Predict the product of the given reaction. (1) Given the reactants [C:1]([O:5][C:6]([N:8]1[CH2:13][CH2:12][CH:11]([O:14][C:15]2[CH:20]=[CH:19][C:18]([CH2:21][CH2:22][OH:23])=[CH:17][CH:16]=2)[CH2:10][CH2:9]1)=[O:7])([CH3:4])([CH3:3])[CH3:2].CC(OI1(OC(C)=O)(OC(C)=O)OC(=O)C2C=CC=CC1=2)=O, predict the reaction product. The product is: [C:1]([O:5][C:6]([N:8]1[CH2:9][CH2:10][CH:11]([O:14][C:15]2[CH:16]=[CH:17][C:18]([CH2:21][CH:22]=[O:23])=[CH:19][CH:20]=2)[CH2:12][CH2:13]1)=[O:7])([CH3:4])([CH3:3])[CH3:2]. (2) Given the reactants [OH:1][CH2:2][C@H:3]1[N:8]([C:9]([O:11][CH2:12][C:13]2[CH:18]=[CH:17][CH:16]=[CH:15][CH:14]=2)=[O:10])[CH2:7][C@@H:6]([C:19]([O:21][CH3:22])=[O:20])[CH2:5][CH2:4]1.F[B-](F)(F)F.[H+].[CH3:29][Si](C=[N+]=[N-])(C)C.C([O-])(O)=O.[Na+], predict the reaction product. The product is: [CH3:29][O:1][CH2:2][C@H:3]1[N:8]([C:9]([O:11][CH2:12][C:13]2[CH:18]=[CH:17][CH:16]=[CH:15][CH:14]=2)=[O:10])[CH2:7][C@@H:6]([C:19]([O:21][CH3:22])=[O:20])[CH2:5][CH2:4]1. (3) Given the reactants CS(O[CH2:6][CH2:7][O:8][C:9]1[CH:14]=[CH:13][CH:12]=[C:11]([C:15]2[N:19]([C:20]3[CH:25]=[CH:24][CH:23]=[C:22]([Cl:26])[CH:21]=3)[N:18]=[C:17]([C:27]([N:29]3[CH2:33][C:32](=[O:34])[NH:31][CH2:30]3)=[O:28])[CH:16]=2)[CH:10]=1)(=O)=O.CN.[CH:37]([OH:39])=[O:38].ClC1C=[C:43]([N:47]2C(C3C=CC=C(OCCCN(C)C)C=3)=CC(C(N3CC(=O)NC3)=O)=N2)C=CC=1, predict the reaction product. The product is: [CH:37]([OH:39])=[O:38].[Cl:26][C:22]1[CH:21]=[C:20]([N:19]2[C:15]([C:11]3[CH:12]=[CH:13][CH:14]=[C:9]([O:8][CH2:7][CH2:6][NH:47][CH3:43])[CH:10]=3)=[CH:16][C:17]([C:27]([N:29]3[CH2:33][C:32](=[O:34])[NH:31][CH2:30]3)=[O:28])=[N:18]2)[CH:25]=[CH:24][CH:23]=1. (4) Given the reactants [C:1]([O:5][C:6](=[O:23])[NH:7][C:8]1[CH2:9][O:10][CH2:11][C@:12]([C:16]2[CH:21]=[CH:20][CH:19]=[C:18]([NH2:22])[CH:17]=2)([CH2:14][F:15])[N:13]=1)([CH3:4])([CH3:3])[CH3:2].[Br:24][C:25]1[CH:26]=[CH:27][C:28]([C:31](O)=[O:32])=[N:29][CH:30]=1.C1C=NC2N(O)N=NC=2C=1.CCN(CC)CC.CCN=C=NCCCN(C)C.Cl, predict the reaction product. The product is: [C:1]([O:5][C:6](=[O:23])[NH:7][C:8]1[CH2:9][O:10][CH2:11][C@:12]([C:16]2[CH:21]=[CH:20][CH:19]=[C:18]([NH:22][C:31]([C:28]3[CH:27]=[CH:26][C:25]([Br:24])=[CH:30][N:29]=3)=[O:32])[CH:17]=2)([CH2:14][F:15])[N:13]=1)([CH3:4])([CH3:2])[CH3:3]. (5) Given the reactants [CH:1]([Si](Cl)(Cl)Cl)=[CH2:2].[OH:7][C:8]([CH2:10][CH2:11][CH2:12][CH2:13][CH2:14][CH2:15][CH2:16][CH2:17][CH3:18])=[O:9].O.C1(C)C=[CH:24][CH:23]=[CH:22]C=1, predict the reaction product. The product is: [CH:1]([CH:10]([CH2:11][CH2:12][CH2:13][CH2:14][CH2:15][CH2:16][CH2:17][CH2:18][CH2:22][CH2:23][CH3:24])[C:8]([OH:7])=[O:9])=[CH2:2]. (6) Given the reactants [CH2:1]([OH:3])[CH3:2].[Br:4][C:5]1[N:14]([CH2:15][O:16][CH2:17][CH2:18][Si:19]([CH3:22])([CH3:21])[CH3:20])[C:8]2[CH:9]=[N:10][NH:11][C:12](=[O:13])[C:7]=2[C:6]=1[CH2:23]Br.C(O)C.[O-]CC.[Na+], predict the reaction product. The product is: [Br:4][C:5]1[N:14]([CH2:15][O:16][CH2:17][CH2:18][Si:19]([CH3:22])([CH3:21])[CH3:20])[C:8]2[CH:9]=[N:10][NH:11][C:12](=[O:13])[C:7]=2[C:6]=1[CH2:23][O:3][CH2:1][CH3:2]. (7) Given the reactants [CH2:1]([O:5][C:6]([C:8]1[N:9]=[C:10](Br)[C:11]2[C:16]([C:17]=1[OH:18])=[CH:15][C:14]([S:19]([C:22]1[CH:27]=[CH:26][CH:25]=[CH:24][CH:23]=1)(=[O:21])=[O:20])=[CH:13][CH:12]=2)=[O:7])[CH2:2][CH2:3][CH3:4].[C:29]([Cu])#[N:30], predict the reaction product. The product is: [CH2:1]([O:5][C:6]([C:8]1[N:9]=[C:10]([C:29]#[N:30])[C:11]2[C:16]([C:17]=1[OH:18])=[CH:15][C:14]([S:19]([C:22]1[CH:27]=[CH:26][CH:25]=[CH:24][CH:23]=1)(=[O:21])=[O:20])=[CH:13][CH:12]=2)=[O:7])[CH2:2][CH2:3][CH3:4].